This data is from NCI-60 drug combinations with 297,098 pairs across 59 cell lines. The task is: Regression. Given two drug SMILES strings and cell line genomic features, predict the synergy score measuring deviation from expected non-interaction effect. (1) Drug 1: C(=O)(N)NO. Drug 2: CN(C(=O)NC(C=O)C(C(C(CO)O)O)O)N=O. Cell line: A549. Synergy scores: CSS=-2.71, Synergy_ZIP=1.01, Synergy_Bliss=-0.0490, Synergy_Loewe=-0.258, Synergy_HSA=-2.03. (2) Drug 1: CCC(=C(C1=CC=CC=C1)C2=CC=C(C=C2)OCCN(C)C)C3=CC=CC=C3.C(C(=O)O)C(CC(=O)O)(C(=O)O)O. Drug 2: C(CC(=O)O)C(=O)CN.Cl. Cell line: 786-0. Synergy scores: CSS=3.13, Synergy_ZIP=-5.26, Synergy_Bliss=-2.04, Synergy_Loewe=-3.92, Synergy_HSA=-3.02. (3) Drug 1: CC1=C(C=C(C=C1)NC2=NC=CC(=N2)N(C)C3=CC4=NN(C(=C4C=C3)C)C)S(=O)(=O)N.Cl. Drug 2: CN1C(=O)N2C=NC(=C2N=N1)C(=O)N. Cell line: SK-MEL-28. Synergy scores: CSS=-7.17, Synergy_ZIP=2.49, Synergy_Bliss=-0.292, Synergy_Loewe=-4.62, Synergy_HSA=-4.05. (4) Drug 1: CC12CCC(CC1=CCC3C2CCC4(C3CC=C4C5=CN=CC=C5)C)O. Drug 2: CC(C)NC(=O)C1=CC=C(C=C1)CNNC.Cl. Cell line: SF-268. Synergy scores: CSS=8.08, Synergy_ZIP=3.98, Synergy_Bliss=5.05, Synergy_Loewe=-3.56, Synergy_HSA=0.443. (5) Drug 1: CCCS(=O)(=O)NC1=C(C(=C(C=C1)F)C(=O)C2=CNC3=C2C=C(C=N3)C4=CC=C(C=C4)Cl)F. Drug 2: C1=CC=C(C(=C1)C(C2=CC=C(C=C2)Cl)C(Cl)Cl)Cl. Cell line: MCF7. Synergy scores: CSS=5.34, Synergy_ZIP=0.267, Synergy_Bliss=3.78, Synergy_Loewe=2.92, Synergy_HSA=2.41. (6) Drug 1: C1=CC(=CC=C1CCC2=CNC3=C2C(=O)NC(=N3)N)C(=O)NC(CCC(=O)O)C(=O)O. Drug 2: CCC1(CC2CC(C3=C(CCN(C2)C1)C4=CC=CC=C4N3)(C5=C(C=C6C(=C5)C78CCN9C7C(C=CC9)(C(C(C8N6C)(C(=O)OC)O)OC(=O)C)CC)OC)C(=O)OC)O.OS(=O)(=O)O. Cell line: HCC-2998. Synergy scores: CSS=54.6, Synergy_ZIP=-2.39, Synergy_Bliss=-1.85, Synergy_Loewe=2.27, Synergy_HSA=2.84.